From a dataset of Rat liver microsome stability data. Regression/Classification. Given a drug SMILES string, predict its absorption, distribution, metabolism, or excretion properties. Task type varies by dataset: regression for continuous measurements (e.g., permeability, clearance, half-life) or binary classification for categorical outcomes (e.g., BBB penetration, CYP inhibition). Dataset: rlm. (1) The drug is C[C@@H](NC(=O)c1ncnc(N)c1Cl)c1ncc(C(=O)Nc2cc(C(F)(F)F)c(Cl)cn2)s1. The result is 0 (unstable in rat liver microsomes). (2) The result is 0 (unstable in rat liver microsomes). The molecule is O=c1cc(-c2ccc(Cl)cc2Cl)ccn1-c1ccc2c(cnn2CCN2CCCC2)c1. (3) The compound is O=C(Nc1ccncc1)Nc1ccc(-c2nc(N3CCOCC3)c3ccn(CCN4CCNCC4)c3n2)cc1. The result is 1 (stable in rat liver microsomes). (4) The compound is COc1ccc2c(c1)c(-c1[nH]c(NC(C)=O)nc1C)cn2S(=O)(=O)c1cccc(F)c1. The result is 1 (stable in rat liver microsomes). (5) The molecule is C[C@@H](NC(=O)c1cc2c(=O)n3ccccc3nc2n(Cc2ccccc2)c1=N)c1ccccc1. The result is 1 (stable in rat liver microsomes).